Dataset: Reaction yield outcomes from USPTO patents with 853,638 reactions. Task: Predict the reaction yield, written as a fraction of the theoretical maximum amount of product (1.0 means a 100% yield; for example, 0.34 means a 34% yield). (1) The reactants are [Cl-].O[NH3+:3].[C:4](=[O:7])([O-])[OH:5].[Na+].CS(C)=O.[CH2:13]([N:20]1[C:25](=[O:26])[C:24]([CH2:27][C:28]2[CH:33]=[CH:32][C:31]([C:34]3[C:35]([C:40]#[N:41])=[CH:36][CH:37]=[CH:38][CH:39]=3)=[CH:30][CH:29]=2)=[C:23]([CH2:42][CH2:43][CH2:44][CH3:45])[N:22]=[C:21]1[O:46][CH3:47])[C:14]1[CH:19]=[CH:18][CH:17]=[CH:16][CH:15]=1. The catalyst is C(OCC)(=O)C. The product is [CH2:13]([N:20]1[C:25](=[O:26])[C:24]([CH2:27][C:28]2[CH:33]=[CH:32][C:31]([C:34]3[CH:39]=[CH:38][CH:37]=[CH:36][C:35]=3[C:40]3[NH:3][C:4](=[O:7])[O:5][N:41]=3)=[CH:30][CH:29]=2)=[C:23]([CH2:42][CH2:43][CH2:44][CH3:45])[N:22]=[C:21]1[O:46][CH3:47])[C:14]1[CH:15]=[CH:16][CH:17]=[CH:18][CH:19]=1. The yield is 0.170. (2) The reactants are [F:1][C:2]1[CH:3]=[C:4]([CH:6]=[C:7](B2OC(C)(C)C(C)(C)O2)[CH:8]=1)[NH2:5].Br[C:19]1[S:20][CH:21]=[N:22][CH:23]=1.CC(C1C=C(C(C)C)C(C2C=CC=CC=2P(C2CCCCC2)C2CCCCC2)=C(C(C)C)C=1)C.C(=O)([O-])[O-].[Cs+].[Cs+]. The catalyst is C1C=CC(/C=C/C(/C=C/C2C=CC=CC=2)=O)=CC=1.C1C=CC(/C=C/C(/C=C/C2C=CC=CC=2)=O)=CC=1.C1C=CC(/C=C/C(/C=C/C2C=CC=CC=2)=O)=CC=1.[Pd].[Pd]. The product is [F:1][C:2]1[CH:3]=[C:4]([CH:6]=[C:7]([C:19]2[S:20][CH:21]=[N:22][CH:23]=2)[CH:8]=1)[NH2:5]. The yield is 0.850.